From a dataset of Forward reaction prediction with 1.9M reactions from USPTO patents (1976-2016). Predict the product of the given reaction. (1) Given the reactants O.[OH-].[Li+].OO.C([C@@H]1COC(=O)N1[C:19]([CH:21]1[C:25]2([CH2:27][CH2:26]2)[C:24](=[O:28])[N:23]([CH2:29][C:30]2[CH:35]=[CH:34][C:33]([O:36][CH3:37])=[CH:32][C:31]=2[O:38][CH3:39])[CH2:22]1)=[O:20])C1C=CC=CC=1.S([O-])(O)=[O:41].[Na+], predict the reaction product. The product is: [CH3:39][O:38][C:31]1[CH:32]=[C:33]([O:36][CH3:37])[CH:34]=[CH:35][C:30]=1[CH2:29][N:23]1[CH2:22][CH:21]([C:19]([OH:20])=[O:41])[C:25]2([CH2:26][CH2:27]2)[C:24]1=[O:28]. (2) Given the reactants [C:1]([O:5][C:6](=[O:26])[C:7]([S:10][C:11]1[S:12][CH:13]=[C:14]([CH2:16][CH2:17][O:18][C:19]2[CH:24]=[CH:23][C:22](Br)=[CH:21][CH:20]=2)[N:15]=1)([CH3:9])[CH3:8])([CH3:4])([CH3:3])[CH3:2].[C:27]1([N:33]2[CH2:38][CH2:37][NH:36][CH2:35][CH2:34]2)[CH:32]=[CH:31][CH:30]=[CH:29][CH:28]=1.CC(C)([O-])C.[Na+].C(P(C(C)(C)C)C1C=CC=CC=1C1C=CC=CC=1)(C)(C)C, predict the reaction product. The product is: [C:1]([O:5][C:6](=[O:26])[C:7]([CH3:9])([S:10][C:11]1[S:12][CH:13]=[C:14]([CH2:16][CH2:17][O:18][C:19]2[CH:24]=[CH:23][C:22]([N:36]3[CH2:37][CH2:38][N:33]([C:27]4[CH:32]=[CH:31][CH:30]=[CH:29][CH:28]=4)[CH2:34][CH2:35]3)=[CH:21][CH:20]=2)[N:15]=1)[CH3:8])([CH3:4])([CH3:3])[CH3:2].